From a dataset of Full USPTO retrosynthesis dataset with 1.9M reactions from patents (1976-2016). Predict the reactants needed to synthesize the given product. Given the product [Br:1][C:2]1[CH:3]=[CH:4][C:5]2[N:10]=[C:11]([C:13]([F:16])([F:15])[F:14])[N:8]([CH3:9])[C:6]=2[CH:7]=1, predict the reactants needed to synthesize it. The reactants are: [Br:1][C:2]1[CH:7]=[C:6]([NH:8][CH3:9])[C:5]([NH2:10])=[CH:4][CH:3]=1.[C:11](O)([C:13]([F:16])([F:15])[F:14])=O.